From a dataset of Reaction yield outcomes from USPTO patents with 853,638 reactions. Predict the reaction yield, written as a fraction of the theoretical maximum amount of product (1.0 means a 100% yield; for example, 0.34 means a 34% yield). The reactants are Cl.[CH2:2]([O:4][C:5](=[O:8])[CH2:6][NH2:7])[CH3:3].[Cl:9][C:10]1[C:15]([N+:16]([O-:18])=[O:17])=[C:14](Cl)[N:13]=[CH:12][N:11]=1.C(N(C(C)C)C(C)C)C. The catalyst is CN(C=O)C. The product is [CH2:2]([O:4][C:5](=[O:8])[CH2:6][NH:7][C:14]1[C:15]([N+:16]([O-:18])=[O:17])=[C:10]([Cl:9])[N:11]=[CH:12][N:13]=1)[CH3:3]. The yield is 0.780.